Dataset: Catalyst prediction with 721,799 reactions and 888 catalyst types from USPTO. Task: Predict which catalyst facilitates the given reaction. (1) Product: [NH2:1][C:2]1[C:3]([C:4]([OH:6])=[O:5])=[C:7]([F:11])[C:8]([Br:12])=[CH:9][CH:10]=1. The catalyst class is: 5. Reactant: [NH2:1][C:2]1[CH:10]=[CH:9][CH:8]=[C:7]([F:11])[C:3]=1[C:4]([OH:6])=[O:5].[Br:12]Br. (2) Reactant: [C@@H:1]12[CH2:8][C:7](=[O:9])[CH2:6][C@@H:5]1[CH2:4][C:3](=[O:10])[CH2:2]2.[N-:11]=[N+]=[N-].[Na+].[OH-].[Na+]. Product: [CH2:4]1[C@H:5]2[CH2:6][C:7](=[O:9])[CH2:8][C@H:1]2[CH2:2][C:3](=[O:10])[NH:11]1. The catalyst class is: 33. (3) Reactant: C(N(CC)[C:4](=[O:29])[CH2:5][O:6][C:7]1[CH:8]=[CH:9][CH:10]=[C:11]2[C:15]=1[NH:14][CH:13]=[C:12]2[CH2:16][C@H:17]([NH:19][CH2:20][C@H:21]([OH:28])[C:22]1[CH:23]=[N:24][CH:25]=[CH:26][CH:27]=1)[CH3:18])C.[OH-].[K+].C([OH:36])C.C(O)(=O)C. Product: [OH:28][C@H:21]([C:22]1[CH:23]=[N:24][CH:25]=[CH:26][CH:27]=1)[CH2:20][NH:19][C@H:17]([CH3:18])[CH2:16][C:12]1[C:11]2[C:15](=[C:7]([O:6][CH2:5][C:4]([OH:29])=[O:36])[CH:8]=[CH:9][CH:10]=2)[NH:14][CH:13]=1. The catalyst class is: 6. (4) Reactant: [C:1]([Si:5]([CH3:17])([CH3:16])[N:6]1[C:10]2=[CH:11][CH:12]=[N:13][C:14](I)=[C:9]2[CH:8]=[CH:7]1)([CH3:4])([CH3:3])[CH3:2].[Cl-].[Cl:19][C:20]1[CH:25]=[CH:24][C:23]([S:26]([N:29]([C:33]2[CH:38]=[C:37]([Cl:39])[CH:36]=[CH:35][C:34]=2[CH:40]=[O:41])[CH2:30][O:31][CH3:32])(=[O:28])=[O:27])=[CH:22][C:21]=1[C:42]([F:45])([F:44])[F:43]. Product: [Cl:19][C:20]1[CH:25]=[CH:24][C:23]([S:26]([N:29]([C:33]2[CH:38]=[C:37]([Cl:39])[CH:36]=[CH:35][C:34]=2[CH:40]([OH:41])[C:10]2[CH:11]=[CH:12][N:13]=[C:14]3[N:6]([Si:5]([C:1]([CH3:4])([CH3:3])[CH3:2])([CH3:17])[CH3:16])[CH:7]=[CH:8][C:9]=23)[CH2:30][O:31][CH3:32])(=[O:27])=[O:28])=[CH:22][C:21]=1[C:42]([F:44])([F:45])[F:43]. The catalyst class is: 1. (5) The catalyst class is: 1. Reactant: [CH3:1][O:2][C:3]1[CH:4]=[C:5]2[C:10](=[CH:11][CH:12]=1)[C:9](=[O:13])[CH2:8][CH2:7][CH2:6]2.C=O.F[C:17](F)(F)C([O-])=O.C[NH2+]C1C=CC=CC=1.CCOCC. Product: [CH3:1][O:2][C:3]1[CH:4]=[C:5]2[C:10](=[CH:11][CH:12]=1)[C:9](=[O:13])[C:8](=[CH2:17])[CH2:7][CH2:6]2. (6) Reactant: F[C:2]1[N:7]2[CH:8]=[C:9]([CH2:11][N:12]3[C@H:25]4[C@H:16]([CH2:17][CH2:18][C:19]5[C:24]4=[N:23][CH:22]=[CH:21][CH:20]=5)[CH2:15][CH2:14][CH2:13]3)[N:10]=[C:6]2[CH:5]=[CH:4][CH:3]=1.[NH2:26][CH:27]1[CH2:31][CH2:30][N:29](C(OC(C)(C)C)=O)[CH2:28]1.FC(F)(F)C(O)=O. Product: [N:12]1([CH2:11][C:9]2[N:10]=[C:6]3[CH:5]=[CH:4][CH:3]=[C:2]([NH:26][CH:27]4[CH2:31][CH2:30][NH:29][CH2:28]4)[N:7]3[CH:8]=2)[C@H:25]2[C@H:16]([CH2:17][CH2:18][C:19]3[C:24]2=[N:23][CH:22]=[CH:21][CH:20]=3)[CH2:15][CH2:14][CH2:13]1. The catalyst class is: 8. (7) Reactant: [CH3:1][C:2]1([C:8]([O:10][CH3:11])=[O:9])[CH2:7][O:6][CH2:5][CH2:4][NH:3]1.[Cl:12][C:13]1[N:18]=[C:17](Cl)[C:16]([N+:20]([O-:22])=[O:21])=[CH:15][N:14]=1.C(N(C(C)C)CC)(C)C. Product: [Cl:12][C:13]1[N:18]=[C:17]([N:3]2[CH2:4][CH2:5][O:6][CH2:7][C:2]2([CH3:1])[C:8]([O:10][CH3:11])=[O:9])[C:16]([N+:20]([O-:22])=[O:21])=[CH:15][N:14]=1. The catalyst class is: 1.